This data is from Forward reaction prediction with 1.9M reactions from USPTO patents (1976-2016). The task is: Predict the product of the given reaction. (1) Given the reactants [N:1]1[C:6]2[NH:7][CH:8]=[CH:9][C:5]=2[C:4]([O:10][C:11]2[CH:12]=[C:13]3[C:18](=[CH:19][CH:20]=2)[C:17]([C:21]([OH:23])=O)=[CH:16][CH:15]=[CH:14]3)=[N:3][CH:2]=1.C(Cl)(C([Cl:28])=O)=O, predict the reaction product. The product is: [N:1]1[C:6]2[NH:7][CH:8]=[CH:9][C:5]=2[C:4]([O:10][C:11]2[CH:12]=[C:13]3[C:18](=[CH:19][CH:20]=2)[C:17]([C:21]([Cl:28])=[O:23])=[CH:16][CH:15]=[CH:14]3)=[N:3][CH:2]=1. (2) Given the reactants [CH3:1][C:2]1[C:10]2[C:9]([C:11]([O:13]CC)=[O:12])=[CH:8][C:7](/[CH:16]=[CH:17]/[C:18]3[CH:23]=[CH:22][CH:21]=[CH:20][CH:19]=3)=[N:6][C:5]=2[N:4]([CH2:24][C:25]2[CH:30]=[CH:29][C:28]([O:31][C:32]3[CH:37]=[CH:36][CH:35]=[CH:34][CH:33]=3)=[CH:27][CH:26]=2)[N:3]=1.[OH-].[K+].C1COCC1, predict the reaction product. The product is: [CH3:1][C:2]1[C:10]2[C:9]([C:11]([OH:13])=[O:12])=[CH:8][C:7](/[CH:16]=[CH:17]/[C:18]3[CH:23]=[CH:22][CH:21]=[CH:20][CH:19]=3)=[N:6][C:5]=2[N:4]([CH2:24][C:25]2[CH:26]=[CH:27][C:28]([O:31][C:32]3[CH:37]=[CH:36][CH:35]=[CH:34][CH:33]=3)=[CH:29][CH:30]=2)[N:3]=1. (3) Given the reactants [F:1][CH:2]1[CH:7]([C:8]2[N:9]([CH2:24][CH2:25][O:26]C3CCCCO3)[CH:10]=[C:11]([C:13]3[CH:18]=[CH:17][C:16]([F:19])=[C:15]([C:20]([F:23])([F:22])[F:21])[CH:14]=3)[N:12]=2)[CH2:6][CH2:5][N:4]([C:33]([O:35][C:36]([CH3:39])([CH3:38])[CH3:37])=[O:34])[CH2:3]1.O.C1(C)C=CC(S(O)(=O)=O)=CC=1, predict the reaction product. The product is: [C:36]([O:35][C:33]([N:4]1[CH2:5][CH2:6][C@H:7]([C:8]2[N:9]([CH2:24][CH2:25][OH:26])[CH:10]=[C:11]([C:13]3[CH:18]=[CH:17][C:16]([F:19])=[C:15]([C:20]([F:21])([F:23])[F:22])[CH:14]=3)[N:12]=2)[C@H:2]([F:1])[CH2:3]1)=[O:34])([CH3:39])([CH3:37])[CH3:38].[C:36]([O:35][C:33]([N:4]1[CH2:5][CH2:6][C@@H:7]([C:8]2[N:9]([CH2:24][CH2:25][OH:26])[CH:10]=[C:11]([C:13]3[CH:18]=[CH:17][C:16]([F:19])=[C:15]([C:20]([F:21])([F:23])[F:22])[CH:14]=3)[N:12]=2)[C@H:2]([F:1])[CH2:3]1)=[O:34])([CH3:39])([CH3:37])[CH3:38]. (4) Given the reactants F[C:2]1[CH:7]=[CH:6][C:5]([N+:8]([O-:10])=[O:9])=[C:4]([O:11][CH3:12])[CH:3]=1.[CH3:13][N:14]([CH3:21])[CH:15]1[CH2:20][CH2:19][NH:18][CH2:17][CH2:16]1, predict the reaction product. The product is: [CH3:12][O:11][C:4]1[CH:3]=[C:2]([N:18]2[CH2:19][CH2:20][CH:15]([N:14]([CH3:21])[CH3:13])[CH2:16][CH2:17]2)[CH:7]=[CH:6][C:5]=1[N+:8]([O-:10])=[O:9].